From a dataset of Forward reaction prediction with 1.9M reactions from USPTO patents (1976-2016). Predict the product of the given reaction. (1) The product is: [CH:27](=[C:21]1[CH2:20][CH2:19][C:18]2[C:23](=[CH:24][CH:25]=[C:16]([O:15][CH2:14][CH2:13][C:11]3[N:10]=[CH:9][NH:8][CH:12]=3)[CH:17]=2)[C:22]1=[O:26])[C:28]1[CH:33]=[CH:32][CH:31]=[CH:30][CH:29]=1. Given the reactants C(OC([N:8]1[CH:12]=[C:11]([CH2:13][CH2:14][O:15][C:16]2[CH:25]=[CH:24][C:23]3[C:22](=[O:26])[CH2:21][CH2:20][CH2:19][C:18]=3[CH:17]=2)[N:10]=[CH:9]1)=O)(C)(C)C.[CH:27](=O)[C:28]1[CH:33]=[CH:32][CH:31]=[CH:30][CH:29]=1, predict the reaction product. (2) Given the reactants Cl[C:2]1[CH:3]=[C:4]2[C:9](=[C:10]([NH:12][CH:13]3[CH2:16][O:15][CH2:14]3)[N:11]=1)[C:8](=[O:17])[NH:7][CH:6]=[CH:5]2.CC1(C)C(C)(C)OB([C:26]2[CH:27]=[N:28][C:29]([NH2:32])=[N:30][CH:31]=2)O1.C([O-])([O-])=O.[Na+].[Na+], predict the reaction product. The product is: [NH2:32][C:29]1[N:30]=[CH:31][C:26]([C:2]2[CH:3]=[C:4]3[C:9](=[C:10]([NH:12][CH:13]4[CH2:16][O:15][CH2:14]4)[N:11]=2)[C:8](=[O:17])[NH:7][CH:6]=[CH:5]3)=[CH:27][N:28]=1.